From a dataset of Reaction yield outcomes from USPTO patents with 853,638 reactions. Predict the reaction yield, written as a fraction of the theoretical maximum amount of product (1.0 means a 100% yield; for example, 0.34 means a 34% yield). (1) The reactants are [Cl:1][C:2]1[CH:3]=[C:4]([C:9]([C:12]2[N:16]([C:17]3[CH:22]=[CH:21][C:20]([F:23])=[CH:19][CH:18]=3)[C:15](=[S:24])[NH:14][CH:13]=2)([CH3:11])[CH3:10])[CH:5]=[CH:6][C:7]=1[Cl:8].C([O-])([O-])=O.[K+].[K+].Br[CH2:32][C:33]1[CH:34]=[CH:35][C:36]([F:41])=[C:37]([CH:40]=1)[C:38]#[N:39]. The catalyst is CC(C)=O. The product is [Cl:1][C:2]1[CH:3]=[C:4]([C:9]([C:12]2[N:16]([C:17]3[CH:18]=[CH:19][C:20]([F:23])=[CH:21][CH:22]=3)[C:15]([S:24][CH2:32][C:33]3[CH:34]=[CH:35][C:36]([F:41])=[C:37]([CH:40]=3)[C:38]#[N:39])=[N:14][CH:13]=2)([CH3:11])[CH3:10])[CH:5]=[CH:6][C:7]=1[Cl:8]. The yield is 0.860. (2) The reactants are Cl[C:2]1[C:7]2[C:8](=[O:22])[N:9](CC3C=CC(OC)=CC=3OC)[CH2:10][C:6]=2[C:5]([F:23])=[C:4]([NH:24][C@@H:25]2[CH2:30][CH2:29][CH2:28][CH2:27][C@@H:26]2[NH:31]C(=O)OC(C)(C)C)[N:3]=1.CC1(C)C(C)(C)OB([C:47]2[S:48][CH:49]=[CH:50][CH:51]=2)O1.C([O-])([O-])=O.[Na+].[Na+]. The catalyst is O1CCOCC1.O. The product is [NH2:31][C@H:26]1[CH2:27][CH2:28][CH2:29][CH2:30][C@H:25]1[NH:24][C:4]1[N:3]=[C:2]([C:47]2[S:48][CH:49]=[CH:50][CH:51]=2)[C:7]2[C:8](=[O:22])[NH:9][CH2:10][C:6]=2[C:5]=1[F:23]. The yield is 0.440.